Dataset: Forward reaction prediction with 1.9M reactions from USPTO patents (1976-2016). Task: Predict the product of the given reaction. (1) Given the reactants [CH3:1][C:2]1[N:6]=[C:5]([C:7]2[C:8]3[CH2:26][CH2:25][CH2:24][CH2:23][C:9]=3[S:10][C:11]=2[NH:12][C:13](C2CCCC=2C(O)=O)=[O:14])[O:4][N:3]=1.C(=O)(OC(Cl)(Cl)Cl)OC(Cl)(Cl)Cl, predict the reaction product. The product is: [N:12]([C:11]1[S:10][C:9]2[CH2:23][CH2:24][CH2:25][CH2:26][C:8]=2[C:7]=1[C:5]1[O:4][N:3]=[C:2]([CH3:1])[N:6]=1)=[C:13]=[O:14]. (2) Given the reactants [CH3:1][N:2]1[CH2:7][CH2:6][N:5]([CH3:8])[CH2:4][CH:3]1[CH2:9][OH:10].CN1CC[O:15][CH2:14]C1.C1C([N+]([O-])=O)=CC=C([Cl-]C([O-])=O)C=1.CCN(C(C)C)C(C)C.[CH2:40]([N:47]1[CH2:52][CH2:51][NH:50][CH2:49][CH2:48]1)[C:41]1[CH:46]=[CH:45][CH:44]=[CH:43][CH:42]=1, predict the reaction product. The product is: [CH2:40]([N:47]1[CH2:52][CH2:51][N:50]([C:14]([O:10][CH2:9][CH:3]2[CH2:4][N:5]([CH3:8])[CH2:6][CH2:7][N:2]2[CH3:1])=[O:15])[CH2:49][CH2:48]1)[C:41]1[CH:42]=[CH:43][CH:44]=[CH:45][CH:46]=1. (3) Given the reactants [F:1][C:2]1[CH:8]=[C:7]([F:9])[C:6]([N+:10]([O-:12])=[O:11])=[CH:5][C:3]=1[NH2:4].[C:13]1(B(O)O)[CH:18]=[CH:17][CH:16]=[CH:15][CH:14]=1.C(N(CC)CC)C, predict the reaction product. The product is: [F:1][C:2]1[CH:8]=[C:7]([F:9])[C:6]([N+:10]([O-:12])=[O:11])=[CH:5][C:3]=1[NH:4][C:13]1[CH:18]=[CH:17][CH:16]=[CH:15][CH:14]=1.